This data is from Full USPTO retrosynthesis dataset with 1.9M reactions from patents (1976-2016). The task is: Predict the reactants needed to synthesize the given product. (1) The reactants are: [C:1]([C:5]1[N:10]=[C:9]2[NH:11][N:12]=[CH:13][C:8]2=[C:7]([N:14]2[CH2:18][CH2:17][C:16]([F:20])([F:19])[CH2:15]2)[N:6]=1)([CH3:4])([CH3:3])[CH3:2].Cl[CH2:22][C:23]1[N:27]([CH3:28])[C:26]([CH3:29])=[N:25][N:24]=1.C(=O)([O-])[O-].[Cs+].[Cs+]. Given the product [C:1]([C:5]1[N:10]=[C:9]2[N:11]([CH2:22][C:23]3[N:27]([CH3:28])[C:26]([CH3:29])=[N:25][N:24]=3)[N:12]=[CH:13][C:8]2=[C:7]([N:14]2[CH2:18][CH2:17][C:16]([F:19])([F:20])[CH2:15]2)[N:6]=1)([CH3:4])([CH3:2])[CH3:3], predict the reactants needed to synthesize it. (2) Given the product [CH3:23][C:24]1[CH:29]=[CH:28][C:27]([N+:30]([O-:32])=[O:31])=[CH:26][C:25]=1[N:33]=[C:34]1[NH:8][C@H:3]([CH2:4][CH:5]([CH3:7])[CH3:6])[CH2:2][S:35]1, predict the reactants needed to synthesize it. The reactants are: O[CH2:2][C@H:3]([NH2:8])[CH2:4][CH:5]([CH3:7])[CH3:6].COC(=O)[C@@H](CC(C)C)N.OCCN.[CH3:23][C:24]1[CH:29]=[CH:28][C:27]([N+:30]([O-:32])=[O:31])=[CH:26][C:25]=1[N:33]=[C:34]=[S:35]. (3) Given the product [O:6]=[S:5]1(=[O:7])[CH2:4][CH2:3][CH2:2][N:8]1[C:9]1[CH:18]=[CH:17][C:12]([C:13]([O:15][CH3:16])=[O:14])=[CH:11][C:10]=1[CH3:19], predict the reactants needed to synthesize it. The reactants are: Cl[CH2:2][CH2:3][CH2:4][S:5]([NH:8][C:9]1[CH:18]=[CH:17][C:12]([C:13]([O:15][CH3:16])=[O:14])=[CH:11][C:10]=1[CH3:19])(=[O:7])=[O:6].[K].CC(C)([O-])C.O.